This data is from Full USPTO retrosynthesis dataset with 1.9M reactions from patents (1976-2016). The task is: Predict the reactants needed to synthesize the given product. (1) Given the product [CH2:1]([CH:3]1[CH:4]([C:12]2[N:16]3[C:17]4[CH:23]=[CH:22][N:21]([S:24]([C:27]5[CH:28]=[CH:29][C:30]([CH3:31])=[CH:32][CH:33]=5)(=[O:26])=[O:25])[C:18]=4[N:19]=[CH:20][C:15]3=[N:14][N:13]=2)[CH2:5][C:6](=[O:7])[CH2:11]1)[CH3:2], predict the reactants needed to synthesize it. The reactants are: [CH2:1]([C@@H:3]1[CH2:11][C:6]2(OCC[O:7]2)[CH2:5][C@@H:4]1[C:12]1[N:16]2[C:17]3[CH:23]=[CH:22][N:21]([S:24]([C:27]4[CH:33]=[CH:32][C:30]([CH3:31])=[CH:29][CH:28]=4)(=[O:26])=[O:25])[C:18]=3[N:19]=[CH:20][C:15]2=[N:14][N:13]=1)[CH3:2].Cl. (2) Given the product [C:1]1([N:7]2[C:11]3([CH2:12][CH2:13][N:14]([CH2:19][CH2:20][CH2:21][N:14]4[CH2:30][CH2:29][C:11]5([N:7]([C:1]6[CH:6]=[CH:5][CH:4]=[CH:3][CH:2]=6)[CH2:8][NH:9][C:23]5=[O:26])[CH2:12][CH2:13]4)[CH2:15][CH2:16]3)[C:10](=[O:17])[NH:9][CH2:8]2)[CH:2]=[CH:3][CH:4]=[CH:5][CH:6]=1, predict the reactants needed to synthesize it. The reactants are: [C:1]1([N:7]2[C:11]3([CH2:16][CH2:15][NH:14][CH2:13][CH2:12]3)[C:10](=[O:17])[NH:9][CH2:8]2)[CH:6]=[CH:5][CH:4]=[CH:3][CH:2]=1.Cl[CH2:19][CH2:20][CH2:21]I.[C:23]([O-:26])([O-])=O.[K+].[K+].[CH2:29](O)[CH3:30].